Dataset: Forward reaction prediction with 1.9M reactions from USPTO patents (1976-2016). Task: Predict the product of the given reaction. (1) Given the reactants FC(F)(F)C(O)=O.C([O:12][C:13]([C:15]1[CH:19]=[CH:18][N:17]([C:20]2[CH:25]=[CH:24][C:23]([Cl:26])=[CH:22][N:21]=2)[CH:16]=1)=[O:14])(C)(C)C.O, predict the reaction product. The product is: [Cl:26][C:23]1[CH:24]=[CH:25][C:20]([N:17]2[CH:18]=[CH:19][C:15]([C:13]([OH:14])=[O:12])=[CH:16]2)=[N:21][CH:22]=1. (2) Given the reactants [Cl:1][C:2]1[CH:7]=[CH:6][C:5]([O:8][CH:9]2[CH2:14][CH2:13][NH:12][CH2:11][CH2:10]2)=[CH:4][N:3]=1.CCN(CC)CC.[CH3:22][S:23](Cl)(=[O:25])=[O:24], predict the reaction product. The product is: [Cl:1][C:2]1[CH:7]=[CH:6][C:5]([O:8][CH:9]2[CH2:14][CH2:13][N:12]([S:23]([CH3:22])(=[O:25])=[O:24])[CH2:11][CH2:10]2)=[CH:4][N:3]=1. (3) Given the reactants [Br:1][C:2]1[CH:7]=[CH:6][C:5]([F:8])=[CH:4][C:3]=1[C:9]([CH3:11])=[CH2:10], predict the reaction product. The product is: [Br:1][C:2]1[CH:7]=[CH:6][C:5]([F:8])=[CH:4][C:3]=1[CH:9]([CH3:11])[CH3:10]. (4) Given the reactants [S:1]1[CH:5]=[CH:4][CH:3]=[C:2]1[C:6]1[N:10]=[C:9]([NH2:11])[NH:8][N:7]=1.[C:12]([C:14]([C:24](=O)[CH3:25])=[CH:15][C:16]1[CH:23]=[CH:22][C:19]([C:20]#[N:21])=[CH:18][CH:17]=1)#[N:13].C(=O)(O)[O-].[Na+], predict the reaction product. The product is: [C:20]([C:19]1[CH:22]=[CH:23][C:16]([CH:15]2[N:8]3[N:7]=[C:6]([C:2]4[S:1][CH:5]=[CH:4][CH:3]=4)[N:10]=[C:9]3[NH:11][C:24]([CH3:25])=[C:14]2[C:12]#[N:13])=[CH:17][CH:18]=1)#[N:21]. (5) Given the reactants [OH-].[Na+].CO.C([O:7][C:8]([C:10]1[C:14]([C:15]2[CH:20]=[CH:19][CH:18]=[C:17]([CH3:21])[CH:16]=2)=[CH:13][S:12][C:11]=1[N:22]1[C:30](=[O:31])[C:29]2[C:24](=[CH:25][CH:26]=[CH:27][CH:28]=2)[C:23]1=[O:32])=[O:9])C.Cl, predict the reaction product. The product is: [O:31]=[C:30]1[C:29]2[C:24](=[CH:25][CH:26]=[CH:27][CH:28]=2)[C:23](=[O:32])[N:22]1[C:11]1[S:12][CH:13]=[C:14]([C:15]2[CH:20]=[CH:19][CH:18]=[C:17]([CH3:21])[CH:16]=2)[C:10]=1[C:8]([OH:9])=[O:7]. (6) The product is: [Cl:26][C:27]1[CH:32]=[C:31]([CH2:1][N:8]2[CH2:9][CH2:10][N:11]([C:14](=[O:18])[N:15]([CH3:16])[CH3:17])[CH2:12][CH2:13]2)[CH:30]=[CH:29][N:28]=1. Given the reactants [C:1]([N:8]1[CH2:13][CH2:12][N:11]([C:14](=[O:18])[N:15]([CH3:17])[CH3:16])[CH2:10][CH2:9]1)(OC(C)(C)C)=O.Cl.CCOC(C)=O.[Cl:26][C:27]1[CH:32]=[C:31](CCl)[CH:30]=[CH:29][N:28]=1.C([O-])([O-])=O.[K+].[K+], predict the reaction product. (7) Given the reactants [Br:1][C:2]1[CH:3]=[C:4]([NH:13][S:14]([C:17]2[CH:22]=[CH:21][C:20](I)=[CH:19][CH:18]=2)(=[O:16])=[O:15])[CH:5]=[CH:6][C:7]=1[O:8][C:9]([F:12])([F:11])[F:10].[S:24]1[CH:28]=[CH:27][CH:26]=[C:25]1B(O)O, predict the reaction product. The product is: [Br:1][C:2]1[CH:3]=[C:4]([NH:13][S:14]([C:17]2[CH:22]=[CH:21][C:20]([C:25]3[S:24][CH:28]=[CH:27][CH:26]=3)=[CH:19][CH:18]=2)(=[O:16])=[O:15])[CH:5]=[CH:6][C:7]=1[O:8][C:9]([F:12])([F:11])[F:10]. (8) Given the reactants [CH2:1]([O:8][C:9]1[C:14]([F:15])=[CH:13][C:12]([C:16]2[O:17][C:18]3[CH:24]=[C:23]([O:25][CH2:26][C@@H:27]([NH:29][C:30](=[O:32])[CH3:31])[CH3:28])[CH:22]=[CH:21][C:19]=3[N:20]=2)=[CH:11][C:10]=1[F:33])[C:2]1C=CC=CC=1.BrCC#[N:37], predict the reaction product. The product is: [C:2]([CH2:1][O:8][C:9]1[C:10]([F:33])=[CH:11][C:12]([C:16]2[O:17][C:18]3[CH:24]=[C:23]([O:25][CH2:26][C@@H:27]([NH:29][C:30](=[O:32])[CH3:31])[CH3:28])[CH:22]=[CH:21][C:19]=3[N:20]=2)=[CH:13][C:14]=1[F:15])#[N:37]. (9) Given the reactants Cl[C:2]1[C:11]([Cl:12])=[N:10][C:9]2[C:4](=[CH:5][CH:6]=[CH:7][CH:8]=2)[N:3]=1.[Cl:13][C:14]1[CH:19]=[CH:18][CH:17]=[CH:16][C:15]=1[S:20]([NH2:23])(=[O:22])=[O:21].C(=O)([O-])[O-].[K+].[K+], predict the reaction product. The product is: [Cl:13][C:14]1[CH:19]=[CH:18][CH:17]=[CH:16][C:15]=1[S:20]([NH:23][C:2]1[C:11]([Cl:12])=[N:10][C:9]2[C:4](=[CH:5][CH:6]=[CH:7][CH:8]=2)[N:3]=1)(=[O:22])=[O:21].